This data is from Peptide-MHC class II binding affinity with 134,281 pairs from IEDB. The task is: Regression. Given a peptide amino acid sequence and an MHC pseudo amino acid sequence, predict their binding affinity value. This is MHC class II binding data. (1) The peptide sequence is YYAIHKASPVLAFPA. The MHC is DRB3_0202 with pseudo-sequence DRB3_0202. The binding affinity (normalized) is 0.812. (2) The peptide sequence is ISAYTPWAILPSVVGFWI. The MHC is DRB1_0404 with pseudo-sequence DRB1_0404. The binding affinity (normalized) is 0.215. (3) The peptide sequence is RRRLLVLDAVALERW. The MHC is DRB4_0101 with pseudo-sequence DRB4_0103. The binding affinity (normalized) is 0.792.